From a dataset of Antibody developability classification from SAbDab with 2,409 antibodies. Regression/Classification. Given an antibody's heavy chain and light chain sequences, predict its developability. TAP uses regression for 5 developability metrics; SAbDab uses binary classification. (1) The antibody is ['QVQLLQPGAELVKPGASVKLSCKASGYTFTSYWMYWVKQRPGQGLEWIGEIDPSDSYTNYNQNFKGKATLTVDKSSSTAFMQLSSLTSQDSAVYFCARSPHYYGTTYNYPMDYWGQGTSVTVSS', 'DIVMTQSPSSLAMSVGQKVTLSCKSSQSLLNTSNQKNYLAWYQQKPGQSPKLLVYFASTRESGVPDRFIGSGSGTDFTLTISSVQAEDLSDFFCQQHYSTPYTFGGGTKLEIK']. Result: 0 (not developable). (2) The antibody is ['EVQLQQSGAELVKPGASVKLSCTPSGFNIKDTYIHWVKQRPEQGLEWIGMINPANGNSNYDPKFQDKATITADTSSNTAYLQLSSLTSEDTAVYYCAEITTDFDVWGAGTTVTVSS', 'NIVLTQSPPSLAVSLGQRATISCRASESVDSYGNSFLHWYQQKSGQPPKLLIYLASNLESGVPARFSGSGSRTDFTLTIDPLEADDAATYYCQQNNEAPFTFGSGTKLEIK']. Result: 0 (not developable). (3) The antibody is ['QVQLVQSGAEVKKPGSSVRVSCKASGDTFSSYSITWVRQAPGHGLQWMGGIFPIFGSTNYAQKFDDRLTITTDDSSRTVYMELTSLRLEDTAVYYCARGASKVEPAAPAYSDAFDMWGQGTLVTVSS', 'DIVMTQSPGTLSLSPGERATLSCRTSQGVSSSYLAWYQQKPGQAPRLLISGSSSRATGIPDRFSGSGSGRDFTLTISRLEPEDSAVYYCQQYATSPTFGQGTRVEIK']. Result: 1 (developable).